This data is from Forward reaction prediction with 1.9M reactions from USPTO patents (1976-2016). The task is: Predict the product of the given reaction. Given the reactants FC(F)(F)C1C=C(NC(=O)NC2C=CC(C3SC(CCC(O)=O)=NC=3)=CC=2)C=CC=1.[Cl:31][C:32]1[CH:37]=[CH:36][CH:35]=[CH:34][C:33]=1[NH:38][C:39](=[O:63])[NH:40][C:41]1[CH:46]=[CH:45][C:44]([C:47]2[CH:51]=[CH:50][N:49]([CH:52]3[CH2:57][CH2:56][CH:55]([C:58]([O:60]CC)=[O:59])[CH2:54][CH2:53]3)[N:48]=2)=[CH:43][CH:42]=1, predict the reaction product. The product is: [Cl:31][C:32]1[CH:37]=[CH:36][CH:35]=[CH:34][C:33]=1[NH:38][C:39](=[O:63])[NH:40][C:41]1[CH:42]=[CH:43][C:44]([C:47]2[CH:51]=[CH:50][N:49]([CH:52]3[CH2:53][CH2:54][CH:55]([C:58]([OH:60])=[O:59])[CH2:56][CH2:57]3)[N:48]=2)=[CH:45][CH:46]=1.